Regression. Given a peptide amino acid sequence and an MHC pseudo amino acid sequence, predict their binding affinity value. This is MHC class I binding data. From a dataset of Peptide-MHC class I binding affinity with 185,985 pairs from IEDB/IMGT. (1) The peptide sequence is RVEESRARL. The MHC is HLA-B40:01 with pseudo-sequence HLA-B40:01. The binding affinity (normalized) is 0.0847. (2) The peptide sequence is FLLPRGLAI. The MHC is HLA-E01:03 with pseudo-sequence HLA-E01:03. The binding affinity (normalized) is 0.